This data is from NCI-60 drug combinations with 297,098 pairs across 59 cell lines. The task is: Regression. Given two drug SMILES strings and cell line genomic features, predict the synergy score measuring deviation from expected non-interaction effect. (1) Drug 1: CS(=O)(=O)C1=CC(=C(C=C1)C(=O)NC2=CC(=C(C=C2)Cl)C3=CC=CC=N3)Cl. Drug 2: CC1=C(C(CCC1)(C)C)C=CC(=CC=CC(=CC(=O)O)C)C. Cell line: M14. Synergy scores: CSS=-4.21, Synergy_ZIP=1.90, Synergy_Bliss=1.39, Synergy_Loewe=-2.32, Synergy_HSA=-2.30. (2) Drug 1: CCCS(=O)(=O)NC1=C(C(=C(C=C1)F)C(=O)C2=CNC3=C2C=C(C=N3)C4=CC=C(C=C4)Cl)F. Drug 2: CC1=CC2C(CCC3(C2CCC3(C(=O)C)OC(=O)C)C)C4(C1=CC(=O)CC4)C. Cell line: NCI-H226. Synergy scores: CSS=-2.15, Synergy_ZIP=2.79, Synergy_Bliss=-0.0732, Synergy_Loewe=-9.60, Synergy_HSA=-6.05.